This data is from Forward reaction prediction with 1.9M reactions from USPTO patents (1976-2016). The task is: Predict the product of the given reaction. (1) Given the reactants [Cl:1][CH2:2][C:3]([O:5][C:6]1[CH:11]=[CH:10][C:9]([NH:12][C:13](=[O:15])[CH3:14])=[CH:8][CH:7]=1)=[O:4].[N:16]1[CH:21]=[CH:20][CH:19]=[CH:18][CH:17]=1, predict the reaction product. The product is: [Cl-:1].[C:13]([NH:12][C:9]1[CH:10]=[CH:11][C:6]([O:5][C:3](=[O:4])[CH2:2][N+:16]2[CH:21]=[CH:20][CH:19]=[CH:18][CH:17]=2)=[CH:7][CH:8]=1)(=[O:15])[CH3:14]. (2) Given the reactants [CH3:1][O:2][C:3]1[CH:4]=[CH:5][C:6]([C:14](=[O:17])[CH2:15][CH3:16])=[C:7]2[C:12]=1[N:11]=[C:10]([CH3:13])[CH:9]=[CH:8]2.[H-].[Na+].[Cl-].[NH4+].[C:22](=[O:27])([O:25][CH3:26])OC, predict the reaction product. The product is: [CH3:1][O:2][C:3]1[CH:4]=[CH:5][C:6]([C:14](=[O:17])[CH:15]([CH3:16])[C:22]([O:25][CH3:26])=[O:27])=[C:7]2[C:12]=1[N:11]=[C:10]([CH3:13])[CH:9]=[CH:8]2. (3) Given the reactants Cl[C:2]1[CH:7]=[CH:6][C:5]([N+:8]([O-:10])=[O:9])=[CH:4][N:3]=1.[C:11]([C:15]1[CH:20]=[CH:19][C:18]([OH:21])=[CH:17][CH:16]=1)([CH3:14])([CH3:13])[CH3:12].C([O-])([O-])=O.[K+].[K+], predict the reaction product. The product is: [C:11]([C:15]1[CH:16]=[CH:17][C:18]([O:21][C:2]2[CH:7]=[CH:6][C:5]([N+:8]([O-:10])=[O:9])=[CH:4][N:3]=2)=[CH:19][CH:20]=1)([CH3:14])([CH3:12])[CH3:13]. (4) Given the reactants [F:1][C:2]1[CH:30]=[CH:29][C:5]([CH2:6][N:7]([C:10]2[N:15]=[C:14]([NH:16][CH2:17][C:18]3[CH:23]=[CH:22][C:21]([F:24])=[CH:20][CH:19]=3)[N:13]=[C:12]([NH:25][CH2:26][C:27]#[CH:28])[N:11]=2)[O:8][CH3:9])=[CH:4][CH:3]=1.[ClH:31].C(OCC)C, predict the reaction product. The product is: [ClH:31].[F:1][C:2]1[CH:3]=[CH:4][C:5]([CH2:6][N:7]([C:10]2[N:15]=[C:14]([NH:16][CH2:17][C:18]3[CH:23]=[CH:22][C:21]([F:24])=[CH:20][CH:19]=3)[N:13]=[C:12]([NH:25][CH2:26][C:27]#[CH:28])[N:11]=2)[O:8][CH3:9])=[CH:29][CH:30]=1.